Task: Regression. Given a target protein amino acid sequence and a drug SMILES string, predict the binding affinity score between them. We predict pKd (pKd = -log10(Kd in M); higher means stronger binding). Dataset: bindingdb_kd.. Dataset: Drug-target binding data from BindingDB using Kd measurements The drug is CN1CC[C@H](c2c(O)cc(O)c3c(=O)cc(-c4ccccc4Cl)oc23)[C@H](O)C1. The target protein (Q9UF33) has sequence MGGCEVREFLLQFGFFLPLLTAWPGDCSHVSNNQVVLLDTTTVLGELGWKTYPLNGWDAITEMDEHNRPIHTYQVCNVMEPNQNNWLRTNWISRDAAQKIYVEMKFTLRDCNSIPWVLGTCKETFNLFYMESDESHGIKFKPNQYTKIDTIAADESFTQMDLGDRILKLNTEIREVGPIERKGFYLAFQDIGACIALVSVRVFYKKCPFTVRNLAMFPDTIPRVDSSSLVEVRGSCVKSAEERDTPKLYCGADGDWLVPLGRCICSTGYEEIEGSCHACRPGFYKAFAGNTKCSKCPPHSLTYMEATSVCQCEKGYFRAEKDPPSMACTRPPSAPRNVVFNINETALILEWSPPSDTGGRKDLTYSVICKKCGLDTSQCEDCGGGLRFIPRHTGLINNSVIVLDFVSHVNYTFEIEAMNGVSELSFSPKPFTAITVTTDQDAPSLIGVVRKDWASQNSIALSWQAPAFSNGAILDYEIKYYEKEHEQLTYSSTRSKAPSV.... The pKd is 5.0.